This data is from Reaction yield outcomes from USPTO patents with 853,638 reactions. The task is: Predict the reaction yield, written as a fraction of the theoretical maximum amount of product (1.0 means a 100% yield; for example, 0.34 means a 34% yield). The reactants are [N:1]1[C:10]2[C:5](=[CH:6][CH:7]=[CH:8][C:9]=2[S:11]([NH:14][C:15]2[CH:25]=[CH:24][C:18]([C:19]([O:21]CC)=[O:20])=[CH:17][CH:16]=2)(=[O:13])=[O:12])[CH:4]=[CH:3][CH:2]=1.[Li+].[OH-]. The catalyst is C1COCC1.O. The product is [N:1]1[C:10]2[C:5](=[CH:6][CH:7]=[CH:8][C:9]=2[S:11]([NH:14][C:15]2[CH:25]=[CH:24][C:18]([C:19]([OH:21])=[O:20])=[CH:17][CH:16]=2)(=[O:13])=[O:12])[CH:4]=[CH:3][CH:2]=1. The yield is 0.958.